Dataset: Reaction yield outcomes from USPTO patents with 853,638 reactions. Task: Predict the reaction yield, written as a fraction of the theoretical maximum amount of product (1.0 means a 100% yield; for example, 0.34 means a 34% yield). (1) The yield is 0.350. The product is [CH2:38]([N:37]([CH3:36])[C:1]([C@@H:4]([NH:17][C:18](=[O:35])[O:19][CH2:20][CH2:21][N:22]1[CH2:23][CH2:24][N:25]([C:28]([O:30][C:31]([CH3:32])([CH3:34])[CH3:33])=[O:29])[CH2:26][CH2:27]1)[CH2:5][C:6]1[CH:7]=[CH:8][C:9]([O:12][C:13]([CH3:14])([CH3:15])[CH3:16])=[CH:10][CH:11]=1)=[O:3])[C:39]1[CH:44]=[CH:43][CH:42]=[CH:41][CH:40]=1. The reactants are [C:1]([C@@H:4]([NH:17][C:18](=[O:35])[O:19][CH2:20][CH2:21][N:22]1[CH2:27][CH2:26][N:25]([C:28]([O:30][C:31]([CH3:34])([CH3:33])[CH3:32])=[O:29])[CH2:24][CH2:23]1)[CH2:5][C:6]1[CH:11]=[CH:10][C:9]([O:12][C:13]([CH3:16])([CH3:15])[CH3:14])=[CH:8][CH:7]=1)([OH:3])=O.[CH3:36][NH:37][CH2:38][C:39]1[CH:44]=[CH:43][CH:42]=[CH:41][CH:40]=1.C1CN([P+](Br)(N2CCCC2)N2CCCC2)CC1.F[P-](F)(F)(F)(F)F.CCN(C(C)C)C(C)C. The catalyst is CN(C=O)C. (2) The catalyst is CN(C=O)C. The reactants are [CH2:1]([N:5]([CH2:12][CH2:13][CH2:14][CH3:15])[C:6]1[CH:11]=[CH:10][CH:9]=[CH:8][CH:7]=1)[CH2:2][CH2:3][CH3:4].[Br:16]N1C(=O)CCC1=O.O. The product is [Br:16][C:9]1[CH:10]=[CH:11][C:6]([N:5]([CH2:12][CH2:13][CH2:14][CH3:15])[CH2:1][CH2:2][CH2:3][CH3:4])=[CH:7][CH:8]=1. The yield is 0.950. (3) The reactants are [OH-].[Li+].[NH2:3][C:4]1[N:5]([C:18]2[C:27]3[C:22](=[CH:23][CH:24]=[CH:25][CH:26]=3)[C:21]([CH:28]3[CH2:30][CH2:29]3)=[CH:20][CH:19]=2)[C:6]([S:9][C:10]([CH3:17])([CH3:16])[C:11]([O:13]CC)=[O:12])=[N:7][N:8]=1.Cl. The catalyst is C1COCC1.CO. The product is [NH2:3][C:4]1[N:5]([C:18]2[C:27]3[C:22](=[CH:23][CH:24]=[CH:25][CH:26]=3)[C:21]([CH:28]3[CH2:30][CH2:29]3)=[CH:20][CH:19]=2)[C:6]([S:9][C:10]([CH3:17])([CH3:16])[C:11]([OH:13])=[O:12])=[N:7][N:8]=1. The yield is 0.740. (4) The reactants are [C:1]([O:5][C:6]([N:8]1[C:12]2[CH:13]=[CH:14][CH:15]=[CH:16][C:11]=2[N:10]=[C:9]1[CH2:17][NH:18][CH:19]1[C:28]2[N:27]=[CH:26][CH:25]=[CH:24][C:23]=2[CH2:22][CH2:21][CH2:20]1)=[O:7])([CH3:4])([CH3:3])[CH3:2].[O:29]=[C:30]1[C:38]2[C:33](=[CH:34][CH:35]=[CH:36][CH:37]=2)[C:32](=[O:39])[N:31]1[CH2:40][CH2:41][C:42]1([CH:45]=O)[CH2:44][CH2:43]1.[BH-](OC(C)=O)(OC(C)=O)OC(C)=O.[Na+]. The catalyst is C(Cl)Cl. The product is [C:1]([O:5][C:6]([N:8]1[C:12]2[CH:13]=[CH:14][CH:15]=[CH:16][C:11]=2[N:10]=[C:9]1[CH2:17][N:18]([CH2:45][C:42]1([CH2:41][CH2:40][N:31]2[C:30](=[O:29])[C:38]3[C:33](=[CH:34][CH:35]=[CH:36][CH:37]=3)[C:32]2=[O:39])[CH2:44][CH2:43]1)[CH:19]1[C:28]2[N:27]=[CH:26][CH:25]=[CH:24][C:23]=2[CH2:22][CH2:21][CH2:20]1)=[O:7])([CH3:4])([CH3:2])[CH3:3]. The yield is 0.290.